From a dataset of Full USPTO retrosynthesis dataset with 1.9M reactions from patents (1976-2016). Predict the reactants needed to synthesize the given product. (1) Given the product [Br:1][C:2]1[CH:7]=[CH:6][C:5]([CH:8]([C:23]2[CH:28]=[CH:27][CH:26]=[CH:25][C:24]=2[CH3:29])[CH2:9]/[C:10](/[C:12]2[CH:13]=[CH:14][C:15](=[O:22])[N:16]([CH2:18][CH2:19][O:20][CH3:21])[CH:17]=2)=[N:31]\[OH:32])=[CH:4][CH:3]=1, predict the reactants needed to synthesize it. The reactants are: [Br:1][C:2]1[CH:7]=[CH:6][C:5]([CH:8]([C:23]2[CH:28]=[CH:27][CH:26]=[CH:25][C:24]=2[CH3:29])[CH2:9][C:10]([C:12]2[CH:13]=[CH:14][C:15](=[O:22])[N:16]([CH2:18][CH2:19][O:20][CH3:21])[CH:17]=2)=O)=[CH:4][CH:3]=1.Cl.[NH2:31][OH:32].C([O-])(O)=O.[Na+]. (2) Given the product [CH2:19]([N:26]1[CH:12]2[CH2:13][CH2:8][CH2:1][CH:2]1[CH2:4][C:5](=[O:6])[CH2:11]2)[C:20]1[CH:25]=[CH:24][CH:23]=[CH:22][CH:21]=1, predict the reactants needed to synthesize it. The reactants are: [CH2:1]([C:8](O)=O)[C:2]([CH2:4][C:5](O)=[O:6])=O.[CH:11](=O)[CH2:12][CH2:13]CC=O.Cl.[CH2:19]([NH2:26])[C:20]1[CH:25]=[CH:24][CH:23]=[CH:22][CH:21]=1.C([O-])(=O)C.[Na+].Cl. (3) Given the product [CH3:1][O:2][C:3](=[O:15])[C:4]1[C:5](=[C:10]([NH:14][CH2:16][CH2:17][CH2:18][CH2:19][CH3:20])[CH:11]=[CH:12][CH:13]=1)[C:6]([O:8][CH3:9])=[O:7], predict the reactants needed to synthesize it. The reactants are: [CH3:1][O:2][C:3](=[O:15])[C:4]1[C:5](=[C:10]([NH2:14])[CH:11]=[CH:12][CH:13]=1)[C:6]([O:8][CH3:9])=[O:7].[CH:16](=O)[CH2:17][CH2:18][CH2:19][CH3:20].C(O)(=O)C.C(O[BH-](OC(=O)C)OC(=O)C)(=O)C.[Na+]. (4) Given the product [NH2:31][CH2:30][CH2:29][S:28][S:27][CH2:26][CH2:25][NH:24][C:1](=[O:23])[CH2:2][CH2:3]/[CH:4]=[CH:5]\[CH2:6]/[CH:7]=[CH:8]\[CH2:9]/[CH:10]=[CH:11]\[CH2:12]/[CH:13]=[CH:14]\[CH2:15]/[CH:16]=[CH:17]\[CH2:18]/[CH:19]=[CH:20]\[CH2:21][CH3:22], predict the reactants needed to synthesize it. The reactants are: [C:1]([NH:24][CH2:25][CH2:26][S:27][S:28][CH2:29][CH2:30][NH:31]C(=O)OC(C)(C)C)(=[O:23])[CH2:2][CH2:3]/[CH:4]=[CH:5]\[CH2:6]/[CH:7]=[CH:8]\[CH2:9]/[CH:10]=[CH:11]\[CH2:12]/[CH:13]=[CH:14]\[CH2:15]/[CH:16]=[CH:17]\[CH2:18]/[CH:19]=[CH:20]\[CH2:21][CH3:22].Cl.C([O-])([O-])=O.[Na+].[Na+]. (5) The reactants are: [CH3:1][S:2][C:3]1[S:7]C(C(OC)=O)=[CH:5][C:4]=1[C:12](=O)NCC(=O)C1C=CC=CC=1.COC(C1SC(C)=C(C(O)=S)C=1)=O.C(Cl)(=O)C([Cl:40])=O.[NH2:43][CH2:44][C:45]([C:47]1[CH:52]=[CH:51][CH:50]=[CH:49][CH:48]=1)=[O:46].C([N:56]([CH2:60][CH3:61])C(C)C)(C)C.C[N:63](C=O)C. Given the product [ClH:40].[CH3:1][S:2][C:3]1[S:7][C:61]([C:60]([NH2:56])=[NH:63])=[CH:5][C:4]=1[C:12]1[O:46][C:45]([C:47]2[CH:52]=[CH:51][CH:50]=[CH:49][CH:48]=2)=[CH:44][N:43]=1, predict the reactants needed to synthesize it. (6) Given the product [Cl:16][C:17]1[CH:22]=[C:21]([CH3:23])[C:20]([C:2]2[CH:3]=[CH:4][C:5]([C:8]3[CH:13]=[CH:12][C:11]([F:14])=[CH:10][C:9]=3[F:15])=[N:6][CH:7]=2)=[C:19]([CH3:33])[CH:18]=1, predict the reactants needed to synthesize it. The reactants are: Br[C:2]1[CH:3]=[CH:4][C:5]([C:8]2[CH:13]=[CH:12][C:11]([F:14])=[CH:10][C:9]=2[F:15])=[N:6][CH:7]=1.[Cl:16][C:17]1[CH:22]=[C:21]([CH3:23])[C:20](B2OC(C)(C)C(C)(C)O2)=[C:19]([CH3:33])[CH:18]=1.C(O)CCC.[OH-].[Li+]. (7) Given the product [I:19][C:20]1[C:28]2[C:23](=[N:24][CH:25]=[N:26][C:27]=2[NH2:29])[N:22]([CH:16]([C:8]2[CH:9]=[C:10]3[N:15]([C:7]=2[C:2]2[CH:3]=[CH:4][CH:5]=[CH:6][N:1]=2)[CH:14]=[CH:13][CH:12]=[CH:11]3)[CH3:17])[N:21]=1, predict the reactants needed to synthesize it. The reactants are: [N:1]1[CH:6]=[CH:5][CH:4]=[CH:3][C:2]=1[C:7]1[N:15]2[C:10]([CH:11]=[CH:12][CH:13]=[CH:14]2)=[CH:9][C:8]=1[CH:16](O)[CH3:17].[I:19][C:20]1[C:28]2[C:23](=[N:24][CH:25]=[N:26][C:27]=2[NH2:29])[NH:22][N:21]=1.C1C=CC(P(C2C=CC=CC=2)C2C=CC=CC=2)=CC=1.CC(OC(/N=N/C(OC(C)C)=O)=O)C. (8) Given the product [CH:1]1([Si:8]([CH3:9])([CH3:10])[CH3:11])[CH2:3][CH2:4][CH2:5][CH2:6][CH2:7]1, predict the reactants needed to synthesize it. The reactants are: [CH:1]1([Si:8]([CH3:11])([CH3:10])[CH3:9])[CH2:7][CH2:6][CH2:5][CH2:4][CH2:3]C1.C1CCCCCC=1.C1([Si](C)(C)C)C=CCC=C1. (9) Given the product [Cl:20][C:21]1[CH:27]=[CH:26][C:24]([NH:25][C:3]2[C:12]3[C:7](=[CH:8][CH:9]=[CH:10][CH:11]=3)[C:6]([CH2:13][C:14]3[CH:19]=[CH:18][N:17]=[CH:16][N:15]=3)=[N:5][N:4]=2)=[CH:23][CH:22]=1, predict the reactants needed to synthesize it. The reactants are: Cl.Cl[C:3]1[C:12]2[C:7](=[CH:8][CH:9]=[CH:10][CH:11]=2)[C:6]([CH2:13][C:14]2[CH:19]=[CH:18][N:17]=[CH:16][N:15]=2)=[N:5][N:4]=1.[Cl:20][C:21]1[CH:27]=[CH:26][C:24]([NH2:25])=[CH:23][CH:22]=1.C([O-])(O)=O.[Na+]. (10) Given the product [CH2:1]([N:8]1[CH2:12][CH2:11][C:10]2([CH2:17][CH2:16][CH2:15][N:14]([C:19]([O:21][C:22]([CH3:25])([CH3:24])[CH3:23])=[O:20])[C:13]2=[O:18])[CH2:9]1)[C:2]1[CH:3]=[CH:4][CH:5]=[CH:6][CH:7]=1, predict the reactants needed to synthesize it. The reactants are: [CH2:1]([N:8]1[CH2:12][CH2:11][C:10]2([CH2:17][CH2:16][CH2:15][NH:14][C:13]2=[O:18])[CH2:9]1)[C:2]1[CH:7]=[CH:6][CH:5]=[CH:4][CH:3]=1.[C:19](O[C:19]([O:21][C:22]([CH3:25])([CH3:24])[CH3:23])=[O:20])([O:21][C:22]([CH3:25])([CH3:24])[CH3:23])=[O:20].O.